From a dataset of Forward reaction prediction with 1.9M reactions from USPTO patents (1976-2016). Predict the product of the given reaction. (1) Given the reactants [CH3:1][O:2][C:3]1[CH:8]=[CH:7][C:6]([C:9]([CH3:16])([CH3:15])[CH2:10][C:11]([O:13][CH3:14])=[O:12])=[CH:5][CH:4]=1.[I:17]I, predict the reaction product. The product is: [I:17][C:8]1[CH:7]=[C:6]([C:9]([CH3:16])([CH3:15])[CH2:10][C:11]([O:13][CH3:14])=[O:12])[CH:5]=[CH:4][C:3]=1[O:2][CH3:1]. (2) Given the reactants [F:1][C:2]1[CH:3]=[C:4](/[CH:8]=[CH:9]/[C:10]2[CH:15]=[CH:14][C:13]([N:16]3[C:20](=[O:21])[CH2:19][CH:18]([C:22]([OH:24])=O)[CH2:17]3)=[CH:12][CH:11]=2)[CH:5]=[CH:6][CH:7]=1.S(Cl)(Cl)=O.[CH3:29][NH2:30].O, predict the reaction product. The product is: [CH3:29][NH:30][C:22]([CH:18]1[CH2:19][C:20](=[O:21])[N:16]([C:13]2[CH:14]=[CH:15][C:10](/[CH:9]=[CH:8]/[C:4]3[CH:5]=[CH:6][CH:7]=[C:2]([F:1])[CH:3]=3)=[CH:11][CH:12]=2)[CH2:17]1)=[O:24]. (3) The product is: [C:37]([O:36][C:34]([N:7]1[CH2:8][CH2:9][CH:10]([NH:11][S:12]([C:15]2[CH:16]=[CH:17][C:18]([O:21][CH2:22][C:23]3[C:32]4[C:27](=[CH:28][CH:29]=[CH:30][CH:31]=4)[N:26]=[C:25]([CH3:33])[CH:24]=3)=[CH:19][CH:20]=2)(=[O:13])=[O:14])[CH:5]([C:3]([OH:4])=[O:2])[CH2:6]1)=[O:35])([CH3:40])([CH3:38])[CH3:39]. Given the reactants C[O:2][C:3]([CH:5]1[CH:10]([NH:11][S:12]([C:15]2[CH:20]=[CH:19][C:18]([O:21][CH2:22][C:23]3[C:32]4[C:27](=[CH:28][CH:29]=[CH:30][CH:31]=4)[N:26]=[C:25]([CH3:33])[CH:24]=3)=[CH:17][CH:16]=2)(=[O:14])=[O:13])[CH2:9][CH2:8][N:7]([C:34]([O:36][C:37]([CH3:40])([CH3:39])[CH3:38])=[O:35])[CH2:6]1)=[O:4].[OH-].[Li+], predict the reaction product. (4) Given the reactants [Cl:1][C:2]1[CH:3]=[CH:4][C:5]([N:13]2[CH2:18][CH2:17][N:16]([CH2:19][C:20]([C:22]3[CH:23]=[CH:24][C:25]4[O:30][CH2:29][C:28](=[O:31])[NH:27][C:26]=4[CH:32]=3)=[O:21])[CH2:15][CH2:14]2)=[C:6]2[C:11]=1[N:10]=[C:9]([CH3:12])[CH:8]=[CH:7]2.[BH4-].[Na+], predict the reaction product. The product is: [ClH:1].[Cl:1][C:2]1[CH:3]=[CH:4][C:5]([N:13]2[CH2:14][CH2:15][N:16]([CH2:19][CH:20]([C:22]3[CH:23]=[CH:24][C:25]4[O:30][CH2:29][C:28](=[O:31])[NH:27][C:26]=4[CH:32]=3)[OH:21])[CH2:17][CH2:18]2)=[C:6]2[C:11]=1[N:10]=[C:9]([CH3:12])[CH:8]=[CH:7]2. (5) The product is: [F:1][C:2]1[CH:3]=[C:4]([CH:7]=[C:8]([F:11])[C:9]=1[O:10][CH:19]([CH3:21])[CH3:20])[CH:5]=[O:6]. Given the reactants [F:1][C:2]1[CH:3]=[C:4]([CH:7]=[C:8]([F:11])[C:9]=1[OH:10])[CH:5]=[O:6].C([O-])([O-])=O.[K+].[K+].Br[CH:19]([CH3:21])[CH3:20], predict the reaction product. (6) Given the reactants Br[C:2]1[CH:3]=[C:4]([CH:8]=[CH:9][N:10]=1)[C:5]([OH:7])=[O:6].[CH3:11][C:12]1[NH:13][CH:14]=[C:15]([CH3:17])[N:16]=1, predict the reaction product. The product is: [CH3:11][C:12]1[N:13]([C:2]2[CH:3]=[C:4]([CH:8]=[CH:9][N:10]=2)[C:5]([OH:7])=[O:6])[CH:14]=[C:15]([CH3:17])[N:16]=1. (7) Given the reactants N#N.[N+:3]([CH:5]([C:11]([C:14]1[CH:19]=[CH:18][C:17]([O:20][CH3:21])=[CH:16][CH:15]=1)([CH3:13])[CH3:12])[C:6]([O:8]CC)=[O:7])#[C-].N.C(=O)([O-])[O-].[K+].[K+].[C:40]([O:39][C:37](O[C:37]([O:39][C:40]([CH3:43])([CH3:42])[CH3:41])=[O:38])=[O:38])([CH3:43])([CH3:42])[CH3:41].C(O)(=O)CC(CC(O)=O)(C(O)=O)O, predict the reaction product. The product is: [C:40]([O:39][C:37]([NH:3][CH:5]([C:11]([C:14]1[CH:15]=[CH:16][C:17]([O:20][CH3:21])=[CH:18][CH:19]=1)([CH3:13])[CH3:12])[C:6]([OH:8])=[O:7])=[O:38])([CH3:41])([CH3:42])[CH3:43]. (8) Given the reactants [CH3:1][C:2]([CH3:46])([CH3:45])[CH2:3][O:4][C:5](=[O:44])[N:6]=[C:7]([NH2:43])[C:8]1[CH:13]=[CH:12][C:11]([NH:14][CH:15]([C:29]2[N:33]=[C:32]([O:34][CH2:35]Cl)[N:31]([C:37]3[N:42]=[CH:41][CH:40]=[CH:39][N:38]=3)[N:30]=2)[C:16]2[CH:21]=[C:20]([O:22][CH3:23])[CH:19]=[C:18]([O:24][CH2:25][CH2:26][OH:27])[C:17]=2[F:28])=[CH:10][CH:9]=1.C(=O)([O-])O.[K+].[CH2:52]([CH:54]([CH2:58][CH3:59])[C:55]([OH:57])=[O:56])[CH3:53].[I-].[Na+].[Cl-].[NH4+], predict the reaction product. The product is: [NH2:43][C:7](=[N:6][C:5]([O:4][CH2:3][C:2]([CH3:46])([CH3:45])[CH3:1])=[O:44])[C:8]1[CH:13]=[CH:12][C:11]([NH:14][CH:15]([C:16]2[CH:21]=[C:20]([O:22][CH3:23])[CH:19]=[C:18]([O:24][CH2:25][CH2:26][OH:27])[C:17]=2[F:28])[C:29]2[N:33]=[C:32]([O:34][CH2:35][O:57][C:55](=[O:56])[CH:54]([CH2:58][CH3:59])[CH2:52][CH3:53])[N:31]([C:37]3[N:42]=[CH:41][CH:40]=[CH:39][N:38]=3)[N:30]=2)=[CH:10][CH:9]=1. (9) Given the reactants Cl[C:2]1[C:3]2[C:12]([C:13]3[CH:18]=[CH:17][CH:16]=[CH:15][CH:14]=3)=[CH:11][O:10][C:4]=2[N:5]=[C:6]([S:8][CH3:9])[N:7]=1.[CH3:19][O-:20].[Na+].CO, predict the reaction product. The product is: [CH3:19][O:20][C:2]1[C:3]2[C:12]([C:13]3[CH:18]=[CH:17][CH:16]=[CH:15][CH:14]=3)=[CH:11][O:10][C:4]=2[N:5]=[C:6]([S:8][CH3:9])[N:7]=1.